From a dataset of Forward reaction prediction with 1.9M reactions from USPTO patents (1976-2016). Predict the product of the given reaction. (1) The product is: [OH:17][CH2:16][C:15]1[CH:14]=[CH:13][C:12]([CH2:11][CH2:10][C:8]2[N:9]=[C:5]([NH:4][C:1](=[O:3])[CH3:2])[S:6][C:7]=2[CH2:22][C:23]2[CH:28]=[CH:27][C:26]([S:29]([CH3:32])(=[O:31])=[O:30])=[CH:25][CH:24]=2)=[CH:21][CH:20]=1. Given the reactants [C:1]([NH:4][C:5]1[S:6][C:7]([CH2:22][C:23]2[CH:28]=[CH:27][C:26]([S:29]([CH3:32])(=[O:31])=[O:30])=[CH:25][CH:24]=2)=[C:8]([CH2:10][CH2:11][C:12]2[CH:21]=[CH:20][C:15]([C:16](OC)=[O:17])=[CH:14][CH:13]=2)[N:9]=1)(=[O:3])[CH3:2].[H-].C([Al+]CC(C)C)C(C)C, predict the reaction product. (2) Given the reactants [NH2:1][C:2]1[CH:6]=[CH:5][S:4][C:3]=1[C:7]([O:9][CH3:10])=[O:8].Cl.[N:12]([O-])=O.[Na+].C([O-])([O-])=O.[K+].[K+].[CH3:22][NH:23][CH3:24], predict the reaction product. The product is: [CH3:22][N:23]([N:12]=[N:1][C:2]1[CH:6]=[CH:5][S:4][C:3]=1[C:7]([O:9][CH3:10])=[O:8])[CH3:24]. (3) The product is: [CH3:18][N:19]1[C:27]2[C:22](=[CH:23][CH:24]=[CH:25][CH:26]=2)[C:21]([CH3:28])=[C:20]1[C:29]([NH:32][C@H:33]([C:37]([NH:39][CH:40]([CH:49]([OH:52])[CH2:50][F:51])[CH2:41][C:42]([O:44][C:45]([CH3:46])([CH3:47])[CH3:48])=[O:43])=[O:38])[CH:34]([CH3:35])[CH3:36])=[O:31]. Given the reactants Cl.CN(C)CCCN=C=NCC.CN(C=O)C.[CH3:18][N:19]1[C:27]2[C:22](=[CH:23][CH:24]=[CH:25][CH:26]=2)[C:21]([CH3:28])=[C:20]1[C:29]([OH:31])=O.[NH2:32][C@H:33]([C:37]([NH:39][CH:40]([CH:49]([OH:52])[CH2:50][F:51])[CH2:41][C:42]([O:44][C:45]([CH3:48])([CH3:47])[CH3:46])=[O:43])=[O:38])[CH:34]([CH3:36])[CH3:35], predict the reaction product. (4) Given the reactants [F:1][C:2]1[CH:16]=[CH:15][C:5]2[C:6](=[O:14])[NH:7][C:8]3[C:13]([C:4]=2[CH:3]=1)=[CH:12][N:11]=[CH:10][CH:9]=3.CC(C)([O-])C.[K+].[C:23]([O:26][CH:27]1[CH2:32][CH2:31][CH:30]([C:33](=[O:36])[CH2:34]Br)[CH2:29][CH2:28]1)(=[O:25])[CH3:24].O, predict the reaction product. The product is: [C:23]([O:26][CH:27]1[CH2:32][CH2:31][CH:30]([C:33](=[O:36])[CH2:34][N:7]2[C:8]3[C:13](=[CH:12][N:11]=[CH:10][CH:9]=3)[C:4]3[CH:3]=[C:2]([F:1])[CH:16]=[CH:15][C:5]=3[C:6]2=[O:14])[CH2:29][CH2:28]1)(=[O:25])[CH3:24]. (5) Given the reactants C(OC([N:8]1[CH2:13][C:12]([NH:14]C(OC(C)(C)C)=O)=[N:11][C:10]([C:25]2[CH:30]=[C:29]([NH:31][C:32]([C:34]3[CH:39]=[CH:38][C:37]([Br:40])=[CH:36][N:35]=3)=[O:33])[CH:28]=[CH:27][C:26]=2[F:41])([CH:22]([F:24])[F:23])[CH2:9]1)=O)(C)(C)C.Cl, predict the reaction product. The product is: [NH2:14][C:12]1[CH2:13][NH:8][CH2:9][C:10]([C:25]2[CH:30]=[C:29]([NH:31][C:32]([C:34]3[CH:39]=[CH:38][C:37]([Br:40])=[CH:36][N:35]=3)=[O:33])[CH:28]=[CH:27][C:26]=2[F:41])([CH:22]([F:23])[F:24])[N:11]=1. (6) Given the reactants [CH:1]1([CH2:4][C:5](=O)/[C:6](/[C:11]2[CH:16]=[CH:15][N:14]=[C:13]([NH:17][C:18]3[CH:23]=[CH:22][N:21]=[CH:20][CH:19]=3)[N:12]=2)=[CH:7]\N(C)C)[CH2:3][CH2:2]1.[OH:25][CH2:26][C@@H:27]([NH:29][C:30]([NH2:32])=[NH:31])[CH3:28].C(=O)([O-])[O-].[K+].[K+], predict the reaction product. The product is: [CH:1]1([CH2:4][C:5]2[C:6]([C:11]3[CH:16]=[CH:15][N:14]=[C:13]([NH:17][C:18]4[CH:23]=[CH:22][N:21]=[CH:20][CH:19]=4)[N:12]=3)=[CH:7][N:32]=[C:30]([NH:29][C@@H:27]([CH3:28])[CH2:26][OH:25])[N:31]=2)[CH2:3][CH2:2]1.